This data is from Forward reaction prediction with 1.9M reactions from USPTO patents (1976-2016). The task is: Predict the product of the given reaction. (1) Given the reactants [F:1][C:2]1[CH:7]=[CH:6][C:5]([C:8]2[S:12][CH:11]([C:13]3[CH:18]=[CH:17][CH:16]=[CH:15][C:14]=3[O:19][Si](C(C)C)(C(C)C)C(C)C)[N:10]([C:30]([C:32]3[C:37]([F:38])=[CH:36][C:35]([F:39])=[CH:34][C:33]=3[F:40])=[O:31])[N:9]=2)=[CH:4][CH:3]=1.FC1C=CC(C2SC(C3C=CC=C(OC)C=3O[Si](C(C)C)(C(C)C)C(C)C)N(C(C3C(F)=CC(F)=CC=3F)=O)N=2)=CC=1.[F-].C([N+](CCCC)(CCCC)CCCC)CCC, predict the reaction product. The product is: [F:1][C:2]1[CH:7]=[CH:6][C:5]([C:8]2[S:12][CH:11]([C:13]3[CH:18]=[CH:17][CH:16]=[CH:15][C:14]=3[OH:19])[N:10]([C:30]([C:32]3[C:37]([F:38])=[CH:36][C:35]([F:39])=[CH:34][C:33]=3[F:40])=[O:31])[N:9]=2)=[CH:4][CH:3]=1. (2) Given the reactants [ClH:1].[CH2:2]1[C:10]2[C:5](=[CH:6][CH:7]=[CH:8][CH:9]=2)[CH2:4][N:3]1[C:11](=[O:33])[CH2:12][CH2:13][CH2:14][CH2:15][CH2:16][N:17]1[CH2:22][CH2:21][N:20]([C:23]2[CH:28]=[CH:27][CH:26]=[C:25]([C:29]([F:32])([F:31])[F:30])[CH:24]=2)[CH2:19][CH2:18]1, predict the reaction product. The product is: [ClH:1].[CH2:2]1[C:10]2[C:5](=[CH:6][CH:7]=[CH:8][CH:9]=2)[CH2:4][N:3]1[C:11](=[O:33])[CH2:12][CH2:13][CH2:14][CH2:15][CH2:16][N:17]1[CH2:22][CH2:21][N:20]([C:23]2[CH:28]=[CH:27][CH:26]=[C:25]([C:29]([F:30])([F:31])[F:32])[CH:24]=2)[CH2:19][CH2:18]1. (3) Given the reactants [Cl:1][C:2]1[CH:7]=[CH:6][C:5]([C:8]2([OH:40])[CH2:13][CH2:12][N:11]([CH2:14][CH2:15][CH:16]=[C:17]3[C:27]4[C:22](=[N:23][CH:24]=[CH:25][CH:26]=4)[O:21][C:20]4[CH:28]=[CH:29][CH:30]=[C:31]([C:32]5[CH:37]=[CH:36][CH:35]=[CH:34][C:33]=5[CH:38]=[O:39])[C:19]=4[CH2:18]3)[CH2:10][CH2:9]2)=[CH:4][CH:3]=1.S(N)(=O)(=O)[OH:42].Cl([O-])=O.[Na+], predict the reaction product. The product is: [C:38]([C:33]1[CH:34]=[CH:35][CH:36]=[CH:37][C:32]=1[C:31]1[C:19]2[CH2:18][C:17](=[CH:16][CH2:15][CH2:14][N:11]3[CH2:12][CH2:13][C:8]([C:5]4[CH:6]=[CH:7][C:2]([Cl:1])=[CH:3][CH:4]=4)([OH:40])[CH2:9][CH2:10]3)[C:27]3[C:22]([O:21][C:20]=2[CH:28]=[CH:29][CH:30]=1)=[N:23][CH:24]=[CH:25][CH:26]=3)([OH:42])=[O:39]. (4) Given the reactants [Br:1]N1C(=O)CCC1=O.[NH2:9][C:10]([NH:12][C:13]1[NH:14][C:15]2[C:20]([C:21]=1[C:22]([NH2:24])=[O:23])=[CH:19][CH:18]=[CH:17][CH:16]=2)=[O:11], predict the reaction product. The product is: [NH2:9][C:10]([NH:12][C:13]1[NH:14][C:15]2[C:20]([C:21]=1[C:22]([NH2:24])=[O:23])=[CH:19][CH:18]=[C:17]([Br:1])[CH:16]=2)=[O:11]. (5) Given the reactants [CH2:1]1[O:9][C:8]2[CH:7]=[CH:6][C:5](B(O)O)=[CH:4][C:3]=2[O:2]1.Br[C:14]1[S:15][CH:16]=[CH:17][CH:18]=1, predict the reaction product. The product is: [CH2:1]1[O:9][C:8]2[CH:7]=[CH:6][C:5]([C:14]3[S:15][CH:16]=[CH:17][CH:18]=3)=[CH:4][C:3]=2[O:2]1. (6) Given the reactants [CH2:1]([N:3]([CH2:17][CH3:18])[CH2:4][CH2:5][CH2:6][O:7][C:8]1[CH:13]=[CH:12][C:11]([N+:14]([O-])=O)=[CH:10][CH:9]=1)[CH3:2].C[N:20]([CH:22]=O)C.[CH2:24]([O:31][C:32]1[CH:37]=[CH:36][C:35]([C:38](=O)[CH2:39]Br)=[CH:34][CH:33]=1)[C:25]1[CH:30]=[CH:29][CH:28]=[CH:27][CH:26]=1, predict the reaction product. The product is: [C:25]12([CH2:24][O:31][C:32]3[CH:37]=[CH:36][C:35]([C:38]4[N:20]=[C:22]([CH2:34][CH:35]([CH3:38])[CH3:36])[N:14]([C:11]5[CH:12]=[CH:13][C:8]([O:7][CH2:6][CH2:5][CH2:4][N:3]([CH2:17][CH3:18])[CH2:1][CH3:2])=[CH:9][CH:10]=5)[CH:39]=4)=[CH:34][CH:33]=3)[CH2:30][CH:29]3[CH2:24][CH:25]([CH2:30][CH:27]([CH2:28]3)[CH2:26]1)[CH2:26]2.